Dataset: Peptide-MHC class I binding affinity with 185,985 pairs from IEDB/IMGT. Task: Regression. Given a peptide amino acid sequence and an MHC pseudo amino acid sequence, predict their binding affinity value. This is MHC class I binding data. (1) The peptide sequence is AEYTNSVTNI. The MHC is HLA-B40:01 with pseudo-sequence HLA-B40:01. The binding affinity (normalized) is 0.532. (2) The peptide sequence is LIPETVPYI. The MHC is HLA-B57:01 with pseudo-sequence HLA-B57:01. The binding affinity (normalized) is 0.0297.